From a dataset of Forward reaction prediction with 1.9M reactions from USPTO patents (1976-2016). Predict the product of the given reaction. (1) The product is: [CH:1]([O:4][C:5]1[CH:12]=[CH:11][C:10]([C:23]2[S:24][CH:25]=[CH:26][N:27]=2)=[CH:9][C:6]=1[C:7]#[N:8])([CH3:2])[CH3:3]. Given the reactants [CH:1]([O:4][C:5]1[CH:12]=[CH:11][C:10](B2OC(C)(C)C(C)(C)O2)=[CH:9][C:6]=1[C:7]#[N:8])([CH3:3])[CH3:2].Br[C:23]1[S:24][CH:25]=[CH:26][N:27]=1.C([O-])([O-])=O.[Na+].[Na+], predict the reaction product. (2) The product is: [Br:1][C:2]1[CH:3]=[C:4]([C:14]([NH:17][CH2:18][C:19]2[C:20](=[O:32])[NH:21][C:22]([CH3:31])=[CH:23][C:24]=2[CH:25]2[CH2:30][CH2:29][CH2:28][CH2:27][CH2:26]2)=[O:16])[C:5]2[CH:6]=[N:7][N:8]([CH:11]([CH3:12])[CH3:13])[C:9]=2[CH:10]=1. Given the reactants [Br:1][C:2]1[CH:3]=[C:4]([C:14]([OH:16])=O)[C:5]2[CH:6]=[N:7][N:8]([CH:11]([CH3:13])[CH3:12])[C:9]=2[CH:10]=1.[NH2:17][CH2:18][C:19]1[C:20](=[O:32])[NH:21][C:22]([CH3:31])=[CH:23][C:24]=1[CH:25]1[CH2:30][CH2:29][CH2:28][CH2:27][CH2:26]1.C(O)(C(F)(F)F)=O.ON1C2N=CC=CC=2N=N1.CN1CCOCC1.N1C=CC=CC1=O.C([O-])([O-])=O.[K+].[K+], predict the reaction product.